Dataset: Forward reaction prediction with 1.9M reactions from USPTO patents (1976-2016). Task: Predict the product of the given reaction. (1) Given the reactants [Cl:1][C:2]1[CH:11]=[C:10]2[C:5]([C:6]([N:12]3[CH2:17][CH2:16][N:15]([C:18]([NH:20][C:21]4[CH:26]=[CH:25][C:24](C(F)(F)F)=[CH:23][CH:22]=4)=[O:19])[CH2:14][CH2:13]3)=[CH:7][CH:8]=[N:9]2)=[CH:4][CH:3]=1.ClC1C=C2C(C(N3CCNCC3)=CC=N2)=CC=1.C(N(C(C)C)CC)(C)C.C1(N=C=O)CCCCC1, predict the reaction product. The product is: [Cl:1][C:2]1[CH:11]=[C:10]2[C:5]([C:6]([N:12]3[CH2:17][CH2:16][N:15]([C:18]([NH:20][CH:21]4[CH2:22][CH2:23][CH2:24][CH2:25][CH2:26]4)=[O:19])[CH2:14][CH2:13]3)=[CH:7][CH:8]=[N:9]2)=[CH:4][CH:3]=1. (2) Given the reactants [F:1][C:2]([F:26])([F:25])[C:3]1[CH:8]=[CH:7][C:6]([C:9]2[S:10][C:11]3[CH2:16][CH2:15][N:14](C(OC(C)(C)C)=O)[CH2:13][C:12]=3[N:24]=2)=[CH:5][CH:4]=1.[ClH:27].O1CCOCC1, predict the reaction product. The product is: [ClH:27].[F:26][C:2]([F:1])([F:25])[C:3]1[CH:8]=[CH:7][C:6]([C:9]2[S:10][C:11]3[CH2:16][CH2:15][NH:14][CH2:13][C:12]=3[N:24]=2)=[CH:5][CH:4]=1.